Predict the product of the given reaction. From a dataset of Forward reaction prediction with 1.9M reactions from USPTO patents (1976-2016). (1) Given the reactants [C:1]([C:3]1[CH:4]=[C:5]([CH:20]=[CH:21][CH:22]=1)[CH2:6][NH:7][C:8]1[CH:13]=[C:12]([C:14]2[NH:18][N:17]=[N:16][N:15]=2)[CH:11]=[CH:10][C:9]=1[F:19])#[CH:2].[C:23](Cl)(=[O:25])[CH3:24], predict the reaction product. The product is: [C:1]([C:3]1[CH:4]=[C:5]([CH:20]=[CH:21][CH:22]=1)[CH2:6][N:7]([C:8]1[CH:13]=[C:12]([C:14]2[NH:15][N:16]=[N:17][N:18]=2)[CH:11]=[CH:10][C:9]=1[F:19])[C:23](=[O:25])[CH3:24])#[CH:2]. (2) The product is: [C:38]([O:40][C:4]1[CH:18]=[CH:17][C:7]([O:8][C:9]([CH3:15])([CH3:16])[C:10]([O:12][CH2:13][CH3:14])=[O:11])=[C:6]([CH3:19])[CH:5]=1)(=[O:39])[CH3:34]. Given the reactants C([C:4]1[CH:18]=[CH:17][C:7]([O:8][C:9]([CH3:16])([CH3:15])[C:10]([O:12][CH2:13][CH3:14])=[O:11])=[C:6]([CH3:19])[CH:5]=1)(=O)C.C1(C)C=CC(S(O)(=O)=O)=CC=1.ClC1C=CC=[C:34]([C:38]([O:40]O)=[O:39])C=1.[I-].[K+], predict the reaction product. (3) Given the reactants [CH2:1]([O:3][C:4](=[O:32])[CH2:5][C:6]1[CH:7]=[C:8]([C:14]2[CH:19]=[CH:18][C:17](Br)=[CH:16][C:15]=2[CH2:21][N:22]([C:25]([O:27][C:28]([CH3:31])([CH3:30])[CH3:29])=[O:26])[CH2:23][CH3:24])[C:9]([O:12][CH3:13])=[CH:10][CH:11]=1)[CH3:2].[B:33]1([B:33]2[O:37][C:36]([CH3:39])([CH3:38])[C:35]([CH3:41])([CH3:40])[O:34]2)[O:37][C:36]([CH3:39])([CH3:38])[C:35]([CH3:41])([CH3:40])[O:34]1.C([O-])(=O)C.[K+], predict the reaction product. The product is: [CH2:1]([O:3][C:4](=[O:32])[CH2:5][C:6]1[CH:7]=[C:8]([C:14]2[CH:19]=[CH:18][C:17]([B:33]3[O:37][C:36]([CH3:39])([CH3:38])[C:35]([CH3:41])([CH3:40])[O:34]3)=[CH:16][C:15]=2[CH2:21][N:22]([C:25]([O:27][C:28]([CH3:31])([CH3:30])[CH3:29])=[O:26])[CH2:23][CH3:24])[C:9]([O:12][CH3:13])=[CH:10][CH:11]=1)[CH3:2]. (4) Given the reactants [O:1]1[CH2:5][CH2:4][CH:3]([C:6]([O:8][CH3:9])=[O:7])[CH2:2]1.C[Si]([N-][Si](C)(C)C)(C)C.[Li+].[Br:20]N1C(=O)CCC1=O.O, predict the reaction product. The product is: [Br:20][C:3]1([C:6]([O:8][CH3:9])=[O:7])[CH2:4][CH2:5][O:1][CH2:2]1. (5) Given the reactants [Cl:1][C:2]1[C:3]([C:9](=[N:24][OH:25])[CH2:10][NH:11][C:12](=[O:23])[C:13]2[CH:18]=[CH:17][CH:16]=[CH:15][C:14]=2[C:19]([F:22])([F:21])[F:20])=[N:4][CH:5]=[C:6]([Cl:8])[CH:7]=1.C(=O)([O-])[O-].[K+].[K+].I[CH:33]([CH2:35][CH3:36])[CH3:34].O, predict the reaction product. The product is: [Cl:1][C:2]1[C:3]([C:9](=[N:24][O:25][CH:33]([CH2:35][CH3:36])[CH3:34])[CH2:10][NH:11][C:12](=[O:23])[C:13]2[CH:18]=[CH:17][CH:16]=[CH:15][C:14]=2[C:19]([F:20])([F:22])[F:21])=[N:4][CH:5]=[C:6]([Cl:8])[CH:7]=1. (6) Given the reactants [O:1]([C:8]1[CH:13]=[CH:12][C:11]([OH:14])=[CH:10][CH:9]=1)[C:2]1[CH:7]=[CH:6][CH:5]=[CH:4][CH:3]=1.Br[C:16]1[CH:21]=[CH:20][C:19]([Br:22])=[CH:18][N:17]=1.C(=O)([O-])[O-].[K+].[K+], predict the reaction product. The product is: [Br:22][C:19]1[CH:20]=[CH:21][C:16]([O:14][C:11]2[CH:10]=[CH:9][C:8]([O:1][C:2]3[CH:7]=[CH:6][CH:5]=[CH:4][CH:3]=3)=[CH:13][CH:12]=2)=[N:17][CH:18]=1. (7) Given the reactants C(OC(=O)[NH:10][C@H:11]([CH3:30])[CH2:12][N:13]1[C:21]2[C:16](=[CH:17][CH:18]=[CH:19][CH:20]=2)[C:15]2[CH:22]=[C:23]([C:27]([NH2:29])=[O:28])[C:24]([NH2:26])=[N:25][C:14]1=2)C1C=CC=CC=1, predict the reaction product. The product is: [NH2:26][C:24]1[C:23]([C:27]([NH2:29])=[O:28])=[CH:22][C:15]2[C:16]3[C:21](=[CH:20][CH:19]=[CH:18][CH:17]=3)[N:13]([CH2:12][C@H:11]([NH2:10])[CH3:30])[C:14]=2[N:25]=1.